Dataset: Reaction yield outcomes from USPTO patents with 853,638 reactions. Task: Predict the reaction yield, written as a fraction of the theoretical maximum amount of product (1.0 means a 100% yield; for example, 0.34 means a 34% yield). (1) The reactants are [Cl:1][C:2]1[CH:3]=[C:4]([C@@H:12]([CH2:16][CH:17]2[CH2:21][CH2:20][CH2:19][CH2:18]2)[C:13]([OH:15])=O)[CH:5]=[CH:6][C:7]=1[S:8]([CH3:11])(=[O:10])=[O:9].C(Cl)(=O)C(Cl)=O.[CH2:28]([Si:30]([CH2:44][CH3:45])([CH2:42][CH3:43])[O:31][CH2:32][CH2:33][NH:34][C:35]1[CH:40]=[N:39][C:38]([NH2:41])=[CH:37][N:36]=1)[CH3:29].N1C(C)=CC=CC=1C. The catalyst is C(Cl)Cl.CN(C)C=O.O1CCCC1.O. The product is [Cl:1][C:2]1[CH:3]=[C:4]([C@@H:12]([CH2:16][CH:17]2[CH2:21][CH2:20][CH2:19][CH2:18]2)[C:13]([NH:41][C:38]2[CH:37]=[N:36][C:35]([NH:34][CH2:33][CH2:32][O:31][Si:30]([CH2:42][CH3:43])([CH2:28][CH3:29])[CH2:44][CH3:45])=[CH:40][N:39]=2)=[O:15])[CH:5]=[CH:6][C:7]=1[S:8]([CH3:11])(=[O:9])=[O:10]. The yield is 0.690. (2) The reactants are Br[C:2]1[CH:3]=[CH:4][C:5]([CH2:10][N:11]2[CH2:16][CH2:15][O:14][CH2:13][CH2:12]2)=[C:6]([CH:9]=1)[C:7]#[N:8].[CH3:17][C:18]1[CH:23]=[C:22]([CH3:24])[NH:21][C:20](=[O:25])[C:19]=1[CH2:26][NH:27][C:28](=[O:54])[C:29]1[CH:34]=[C:33](B2OC(C)(C)C(C)(C)O2)[CH:32]=[C:31]([N:44]([CH2:51][CH3:52])[CH:45]2[CH2:50][CH2:49][O:48][CH2:47][CH2:46]2)[C:30]=1[CH3:53].C([O-])([O-])=O.[Na+].[Na+]. The catalyst is O1CCOCC1.O.C1C=CC([P]([Pd]([P](C2C=CC=CC=2)(C2C=CC=CC=2)C2C=CC=CC=2)([P](C2C=CC=CC=2)(C2C=CC=CC=2)C2C=CC=CC=2)[P](C2C=CC=CC=2)(C2C=CC=CC=2)C2C=CC=CC=2)(C2C=CC=CC=2)C2C=CC=CC=2)=CC=1. The product is [C:7]([C:6]1[CH:9]=[C:2]([C:33]2[CH:32]=[C:31]([N:44]([CH2:51][CH3:52])[CH:45]3[CH2:50][CH2:49][O:48][CH2:47][CH2:46]3)[C:30]([CH3:53])=[C:29]([C:28]([NH:27][CH2:26][C:19]3[C:20](=[O:25])[NH:21][C:22]([CH3:24])=[CH:23][C:18]=3[CH3:17])=[O:54])[CH:34]=2)[CH:3]=[CH:4][C:5]=1[CH2:10][N:11]1[CH2:16][CH2:15][O:14][CH2:13][CH2:12]1)#[N:8]. The yield is 0.0600. (3) The reactants are [Cl:1][C:2]1[CH:7]=[C:6](Cl)[N:5]=[C:4]([C:9]2[S:10][CH:11]=[CH:12][N:13]=2)[CH:3]=1.CC1(C)C(C)(C)OB([C:22]2[CH:27]=[CH:26][C:25]([C:28]([F:31])([F:30])[F:29])=[CH:24][CH:23]=2)O1.[O-]P([O-])([O-])=O.[K+].[K+].[K+].C1COCC1. The catalyst is CO.C1C=CC(P(C2C=CC=CC=2)[C-]2C=CC=C2)=CC=1.C1C=CC(P(C2C=CC=CC=2)[C-]2C=CC=C2)=CC=1.Cl[Pd]Cl.[Fe+2].CCOC(C)=O.O. The product is [Cl:1][C:2]1[CH:7]=[C:6]([C:22]2[CH:27]=[CH:26][C:25]([C:28]([F:31])([F:30])[F:29])=[CH:24][CH:23]=2)[N:5]=[C:4]([C:9]2[S:10][CH:11]=[CH:12][N:13]=2)[CH:3]=1. The yield is 0.620. (4) The reactants are [H-].[Na+].[Br:3][C:4]1[CH:9]=[CH:8][C:7]([C:10]2[C:14]3[CH2:15][C:16]4[S:17][CH:18]=[CH:19][C:20]=4[C:13]=3[NH:12][N:11]=2)=[CH:6][CH:5]=1.[CH3:21][Si:22]([CH2:25][CH2:26][O:27][CH2:28]Cl)([CH3:24])[CH3:23]. The catalyst is C1COCC1. The product is [Br:3][C:4]1[CH:9]=[CH:8][C:7]([C:10]2[C:14]3[CH2:15][C:16]4[S:17][CH:18]=[CH:19][C:20]=4[C:13]=3[N:12]([CH2:28][O:27][CH2:26][CH2:25][Si:22]([CH3:24])([CH3:23])[CH3:21])[N:11]=2)=[CH:6][CH:5]=1. The yield is 0.690.